This data is from hERG potassium channel inhibition data for cardiac toxicity prediction from Karim et al.. The task is: Regression/Classification. Given a drug SMILES string, predict its toxicity properties. Task type varies by dataset: regression for continuous values (e.g., LD50, hERG inhibition percentage) or binary classification for toxic/non-toxic outcomes (e.g., AMES mutagenicity, cardiotoxicity, hepatotoxicity). Dataset: herg_karim. (1) The compound is FC(F)(F)c1cccc(-c2ncccc2CC(c2cccnc2)c2cccnc2)c1. The result is 0 (non-blocker). (2) The drug is CCO/N=C(\c1ccc(F)c(F)c1)c1ccc(CN2CCC3(CC2)OCc2cc(F)ncc23)cn1. The result is 1 (blocker). (3) The compound is CN(C)CCC(NC(=O)C1(N)CCCN(c2ncnc3[nH]ccc23)C1)c1ccc(Cl)cc1. The result is 0 (non-blocker). (4) The compound is c1c(NCCN2CCOCC2)nnn1C12CC3CC(CC(C3)C1)C2. The result is 0 (non-blocker).